Dataset: Forward reaction prediction with 1.9M reactions from USPTO patents (1976-2016). Task: Predict the product of the given reaction. (1) Given the reactants CON(C)[C:4]([C:6]1[C:7]([O:12][CH2:13][C:14]2[CH:19]=[CH:18][C:17]([O:20][CH2:21][C:22]3[N:23]=[C:24]([C:28]4[CH:33]=[CH:32][CH:31]=[CH:30][CH:29]=4)[O:25][C:26]=3[CH3:27])=[C:16]([O:34][CH3:35])[CH:15]=2)=[N:8][N:9]([CH3:11])[CH:10]=1)=[O:5].[CH3:37][Mg]Br.Cl, predict the reaction product. The product is: [CH3:35][O:34][C:16]1[CH:15]=[C:14]([CH:19]=[CH:18][C:17]=1[O:20][CH2:21][C:22]1[N:23]=[C:24]([C:28]2[CH:33]=[CH:32][CH:31]=[CH:30][CH:29]=2)[O:25][C:26]=1[CH3:27])[CH2:13][O:12][C:7]1[C:6]([C:4](=[O:5])[CH3:37])=[CH:10][N:9]([CH3:11])[N:8]=1. (2) Given the reactants [CH3:1][O:2][C:3]1[CH:4]=[C:5]([CH:31]=[CH:32][C:33]=1[O:34][CH3:35])[CH2:6][CH:7]1[C:16]2[C:11](=[C:12]([O:18][CH3:19])[CH:13]=[CH:14][C:15]=2[OH:17])[CH2:10][CH2:9][N:8]1[CH2:20][C:21]([NH:23][CH2:24][C:25]1[CH:30]=[CH:29][CH:28]=[CH:27][N:26]=1)=[O:22].[CH:36]1(Br)[CH2:41][CH2:40][CH2:39][CH2:38][CH2:37]1, predict the reaction product. The product is: [CH3:1][O:2][C:3]1[CH:4]=[C:5]([CH:31]=[CH:32][C:33]=1[O:34][CH3:35])[CH2:6][CH:7]1[C:16]2[C:11](=[C:12]([O:18][CH3:19])[CH:13]=[CH:14][C:15]=2[O:17][CH:36]2[CH2:41][CH2:40][CH2:39][CH2:38][CH2:37]2)[CH2:10][CH2:9][N:8]1[CH2:20][C:21]([NH:23][CH2:24][C:25]1[CH:30]=[CH:29][CH:28]=[CH:27][N:26]=1)=[O:22]. (3) The product is: [C:30]([C:32]1[CH:33]=[C:34]([CH:38]=[CH:39][C:40]=1[F:41])[C:35]([N:14]([CH:13]1[CH:9]([C:4]2[CH:5]=[CH:6][C:7]([Cl:8])=[C:2]([Cl:1])[CH:3]=2)[CH2:10][N:11]([C:16]([CH:18]2[CH2:19][CH2:20][N:21]([C:24]([C:26]3([CH3:29])[CH2:28][CH2:27]3)=[O:25])[CH2:22][CH2:23]2)=[O:17])[CH2:12]1)[CH3:15])=[O:37])#[N:31]. Given the reactants [Cl:1][C:2]1[CH:3]=[C:4]([CH:9]2[CH:13]([NH:14][CH3:15])[CH2:12][N:11]([C:16]([CH:18]3[CH2:23][CH2:22][N:21]([C:24]([C:26]4([CH3:29])[CH2:28][CH2:27]4)=[O:25])[CH2:20][CH2:19]3)=[O:17])[CH2:10]2)[CH:5]=[CH:6][C:7]=1[Cl:8].[C:30]([C:32]1[CH:33]=[C:34]([CH:38]=[CH:39][C:40]=1[F:41])[C:35]([OH:37])=O)#[N:31], predict the reaction product. (4) Given the reactants CC([S@@]([NH:7][C@H:8]([C:13]1[CH:18]=[CH:17][C:16]([C:19]2[CH:24]=[CH:23][C:22]([C:25]([F:28])([F:27])[F:26])=[CH:21][N:20]=2)=[CH:15][CH:14]=1)[CH2:9][CH:10]([CH3:12])[CH3:11])=O)(C)C.Cl.C(OCC)C, predict the reaction product. The product is: [CH3:11][CH:10]([CH3:12])[CH2:9][C@@H:8]([C:13]1[CH:14]=[CH:15][C:16]([C:19]2[CH:24]=[CH:23][C:22]([C:25]([F:28])([F:26])[F:27])=[CH:21][N:20]=2)=[CH:17][CH:18]=1)[NH2:7]. (5) Given the reactants CS([C:5]1[CH:10]=[CH:9][C:8]([C:5]2[CH:10]=[CH:9][C:8](C(=C3CC(C)(C)CC(C)(C)C3)[C:5]3[CH:10]=[CH:9][C:8](O)=[CH:7][CH:6]=3)=[CH:7][CH:6]=2)=[CH:7][CH:6]=1)(=O)=O.Br[C:36]1[CH:41]=[CH:40][C:39]([C:42](=[C:50]2[CH2:55][C:54]([CH3:57])([CH3:56])[CH2:53][C:52]([CH3:59])([CH3:58])[CH2:51]2)[C:43]2[CH:48]=[CH:47][C:46]([OH:49])=[CH:45][CH:44]=2)=[CH:38][CH:37]=1.[N:60]1(C2C=CC(B(O)O)=CC=2)[CH2:65][CH2:64][O:63][CH2:62][CH2:61]1.C([O-])([O-])=O.[Na+].[Na+], predict the reaction product. The product is: [N:60]1([C:39]2([C:42](=[C:50]3[CH2:55][C:54]([CH3:57])([CH3:56])[CH2:53][C:52]([CH3:59])([CH3:58])[CH2:51]3)[C:43]3[CH:48]=[CH:47][C:46]([OH:49])=[CH:45][CH:44]=3)[CH:40]=[CH:41][C:36]([C:8]3[CH:9]=[CH:10][CH:5]=[CH:6][CH:7]=3)=[CH:37][CH2:38]2)[CH2:65][CH2:64][O:63][CH2:62][CH2:61]1. (6) The product is: [NH2:8][C@@H:9]([C:12]1[CH:13]=[C:14]([C:18]2[CH:23]=[C:22]([C:24]([F:27])([F:26])[F:25])[CH:21]=[C:20]([CH2:28][O:29][C:30]3[CH:35]=[CH:34][CH:33]=[CH:32][C:31]=3[CH2:36][C:37]([OH:39])=[O:38])[CH:19]=2)[CH:15]=[CH:16][CH:17]=1)[CH2:10][OH:11]. Given the reactants C(OC([NH:8][C@@H:9]([C:12]1[CH:13]=[C:14]([C:18]2[CH:23]=[C:22]([C:24]([F:27])([F:26])[F:25])[CH:21]=[C:20]([CH2:28][O:29][C:30]3[CH:35]=[CH:34][CH:33]=[CH:32][C:31]=3[CH2:36][C:37]([O:39]C(C)(C)C)=[O:38])[CH:19]=2)[CH:15]=[CH:16][CH:17]=1)[CH2:10][OH:11])=O)(C)(C)C.Cl, predict the reaction product. (7) Given the reactants [F:1][C:2]1[CH:7]=[C:6]([C:8]2[C:9]([CH:17]([OH:19])[CH3:18])=[N:10][N:11]3[CH:16]=[CH:15][CH:14]=[CH:13][C:12]=23)[CH:5]=[CH:4][N:3]=1, predict the reaction product. The product is: [F:1][C:2]1[CH:7]=[C:6]([C:8]2[C:9]([C:17](=[O:19])[CH3:18])=[N:10][N:11]3[CH:16]=[CH:15][CH:14]=[CH:13][C:12]=23)[CH:5]=[CH:4][N:3]=1. (8) Given the reactants C(NC(C)C)(C)C.[Li]CCCC.[O:13]1[CH:17]=[CH:16][C:15]([C:18]([OH:20])=[O:19])=[CH:14]1.[C:21]1([N:27]2[C:31]([C:32]([F:35])([F:34])[F:33])=[C:30]([C:36]3[O:40][N:39]=[C:38]4[C:41]5[C:46]([CH2:47][CH2:48][C:37]=34)=[CH:45][C:44]([CH:49]=[O:50])=[CH:43][CH:42]=5)[CH:29]=[N:28]2)[CH:26]=[CH:25][CH:24]=[CH:23][CH:22]=1, predict the reaction product. The product is: [OH:50][CH:49]([C:44]1[CH:45]=[C:46]2[C:41](=[CH:42][CH:43]=1)[C:38]1=[N:39][O:40][C:36]([C:30]3[CH:29]=[N:28][N:27]([C:21]4[CH:22]=[CH:23][CH:24]=[CH:25][CH:26]=4)[C:31]=3[C:32]([F:35])([F:34])[F:33])=[C:37]1[CH2:48][CH2:47]2)[C:14]1[O:13][CH:17]=[CH:16][C:15]=1[C:18]([OH:20])=[O:19]. (9) Given the reactants [OH:1][C:2]([CH3:38])([CH3:37])[CH2:3][C@@:4]1([C:31]2[CH:36]=[CH:35][CH:34]=[CH:33][CH:32]=2)[O:9][C:8](=[O:10])[N:7]([C@H:11]([C:13]2[CH:18]=[CH:17][C:16]([C:19]3[CH:24]=[CH:23][N:22]=[C:21]([C:25]4([C:28]([OH:30])=O)[CH2:27][CH2:26]4)[CH:20]=3)=[CH:15][CH:14]=2)[CH3:12])[CH2:6][CH2:5]1.[CH3:39][NH:40][CH3:41], predict the reaction product. The product is: [CH3:39][N:40]([CH3:41])[C:28]([C:25]1([C:21]2[CH:20]=[C:19]([C:16]3[CH:17]=[CH:18][C:13]([C@@H:11]([N:7]4[CH2:6][CH2:5][C@:4]([CH2:3][C:2]([OH:1])([CH3:38])[CH3:37])([C:31]5[CH:32]=[CH:33][CH:34]=[CH:35][CH:36]=5)[O:9][C:8]4=[O:10])[CH3:12])=[CH:14][CH:15]=3)[CH:24]=[CH:23][N:22]=2)[CH2:26][CH2:27]1)=[O:30]. (10) Given the reactants [CH3:1][O:2][CH2:3][O:4][C:5]1[CH:10]=[C:9]([O:11][C:12]([CH3:16])([CH3:15])[C:13]#[CH:14])[CH:8]=[CH:7][C:6]=1[N+:17]([O-:19])=[O:18], predict the reaction product. The product is: [CH3:1][O:2][CH2:3][O:4][C:5]1[C:6]([N+:17]([O-:19])=[O:18])=[CH:7][C:8]2[CH:14]=[CH:13][C:12]([CH3:15])([CH3:16])[O:11][C:9]=2[CH:10]=1.